This data is from Reaction yield outcomes from USPTO patents with 853,638 reactions. The task is: Predict the reaction yield, written as a fraction of the theoretical maximum amount of product (1.0 means a 100% yield; for example, 0.34 means a 34% yield). (1) The reactants are [F:1][C:2]([F:41])([O:6][C:7]1[CH:8]=[C:9]([CH2:13][N:14]([CH2:34][CH:35]([OH:40])[C:36]([F:39])([F:38])[F:37])[C:15]2[CH:16]=[C:17]([CH:31]=[CH:32][CH:33]=2)[O:18][CH2:19][C:20]2[CH:21]=[C:22]([CH:28]=[CH:29][CH:30]=2)[C:23]([O:25]CC)=[O:24])[CH:10]=[CH:11][CH:12]=1)[CH:3]([F:5])[F:4].[OH-].[Li+].Cl. The catalyst is O.O1CCCC1. The product is [F:1][C:2]([F:41])([O:6][C:7]1[CH:8]=[C:9]([CH2:13][N:14]([CH2:34][CH:35]([OH:40])[C:36]([F:37])([F:38])[F:39])[C:15]2[CH:16]=[C:17]([CH:31]=[CH:32][CH:33]=2)[O:18][CH2:19][C:20]2[CH:21]=[C:22]([CH:28]=[CH:29][CH:30]=2)[C:23]([OH:25])=[O:24])[CH:10]=[CH:11][CH:12]=1)[CH:3]([F:4])[F:5]. The yield is 0.190. (2) The reactants are C([O:3][C:4]([C:6]1[N:7]=[C:8]([NH:11][C:12](=[O:30])[CH:13]([C:20]2[CH:25]=[CH:24][C:23]([S:26]([CH3:29])(=[O:28])=[O:27])=[CH:22][CH:21]=2)[CH2:14][CH:15]2[CH2:19][CH2:18][CH2:17][CH2:16]2)[S:9][CH:10]=1)=O)C.[H-].[Al+3].[Li+].[H-].[H-].[H-]. The product is [CH:15]1([CH2:14][CH:13]([C:20]2[CH:25]=[CH:24][C:23]([S:26]([CH3:29])(=[O:28])=[O:27])=[CH:22][CH:21]=2)[C:12]([NH:11][C:8]2[S:9][CH:10]=[C:6]([CH2:4][OH:3])[N:7]=2)=[O:30])[CH2:16][CH2:17][CH2:18][CH2:19]1. The catalyst is C(OCC)C. The yield is 0.460. (3) The product is [O:9]1[C:5]2[CH:4]=[CH:3][C:2]([C:16]3([OH:19])[CH2:17][CH2:18][O:13][CH2:14][CH2:15]3)=[CH:10][C:6]=2[CH:7]=[CH:8]1. The yield is 0.410. The reactants are Br[C:2]1[CH:3]=[CH:4][C:5]2[O:9][CH:8]=[CH:7][C:6]=2[CH:10]=1.II.[O:13]1[CH:18]=[CH:17][C:16](=[O:19])[CH:15]=[CH:14]1. The catalyst is C1COCC1. (4) The reactants are [C:1]([O:5][C:6](=[O:29])[CH:7]([NH:11][S:12]([C:15]1[CH:20]=[CH:19][C:18]([C:21]2[CH:26]=[CH:25][C:24]([CH2:27][OH:28])=[CH:23][CH:22]=2)=[CH:17][CH:16]=1)(=[O:14])=[O:13])[CH:8]([CH3:10])[CH3:9])([CH3:4])([CH3:3])[CH3:2].Cl[C:31]1[CH:40]=[CH:39][C:38]2[C:33](=[CH:34][CH:35]=[CH:36][CH:37]=2)[N:32]=1.[H-].[Na+]. The catalyst is CN(C=O)C. The product is [C:1]([O:5][C:6](=[O:29])[CH:7]([NH:11][S:12]([C:15]1[CH:16]=[CH:17][C:18]([C:21]2[CH:22]=[CH:23][C:24]([CH2:27][O:28][C:33]3[N:32]=[CH:31][C:40]4[C:35]([CH:34]=3)=[CH:36][CH:37]=[CH:38][CH:39]=4)=[CH:25][CH:26]=2)=[CH:19][CH:20]=1)(=[O:14])=[O:13])[CH:8]([CH3:10])[CH3:9])([CH3:3])([CH3:4])[CH3:2]. The yield is 0.870. (5) The reactants are [C:1]1([S:7]([N:10]2[C:14]3=[CH:15][N:16]=[CH:17][C:18]([Br:19])=[C:13]3[CH:12]=[CH:11]2)(=[O:9])=[O:8])[CH:6]=[CH:5][CH:4]=[CH:3][CH:2]=1.[CH:20]([N-]C(C)C)(C)C.[Li+].CI. The catalyst is C1COCC1. The product is [C:1]1([S:7]([N:10]2[C:14]3=[CH:15][N:16]=[CH:17][C:18]([Br:19])=[C:13]3[CH:12]=[C:11]2[CH3:20])(=[O:9])=[O:8])[CH:2]=[CH:3][CH:4]=[CH:5][CH:6]=1. The yield is 0.390. (6) The reactants are [C:1]([O:5][C:6]([N:8]1[CH2:13][CH2:12][CH:11]([C:14]([OH:16])=O)[CH2:10][CH2:9]1)=[O:7])([CH3:4])([CH3:3])[CH3:2].[NH2:17][CH2:18][C:19]1[C:27]2[C:22](=[N:23][C:24]([C:41]3[CH:46]=[CH:45][C:44]([F:47])=[CH:43][CH:42]=3)=[C:25]([C:35]3[CH:40]=[CH:39][N:38]=[CH:37][CH:36]=3)[C:26]=2[C:28]2[CH:33]=[CH:32][C:31]([F:34])=[CH:30][CH:29]=2)[NH:21][N:20]=1. No catalyst specified. The product is [F:34][C:31]1[CH:32]=[CH:33][C:28]([C:26]2[C:25]([C:35]3[CH:40]=[CH:39][N:38]=[CH:37][CH:36]=3)=[C:24]([C:41]3[CH:46]=[CH:45][C:44]([F:47])=[CH:43][CH:42]=3)[N:23]=[C:22]3[NH:21][N:20]=[C:19]([CH2:18][NH:17][C:14]([CH:11]4[CH2:10][CH2:9][N:8]([C:6]([O:5][C:1]([CH3:2])([CH3:3])[CH3:4])=[O:7])[CH2:13][CH2:12]4)=[O:16])[C:27]=23)=[CH:29][CH:30]=1. The yield is 0.260. (7) The reactants are [S:1](=[O:26])(=[O:25])([O:3][CH2:4][C@@H:5]1[C@@H:12]2[C@@H:8]([O:9][C:10]([CH3:14])([CH3:13])[O:11]2)[C@H:7]([N:15]2[CH:23]=[N:22][C:21]3[C:16]2=[N:17][CH:18]=[N:19][C:20]=3I)[O:6]1)[NH2:2].CCN(C(C)C)C(C)C.[C:36]([C:38]1[CH:43]=[CH:42][CH:41]=[CH:40][C:39]=1[C:44]([F:47])([F:46])[F:45])#[CH:37]. The catalyst is CN(C=O)C.C(Cl)Cl.[Cu]I.Cl[Pd](Cl)([P](C1C=CC=CC=1)(C1C=CC=CC=1)C1C=CC=CC=1)[P](C1C=CC=CC=1)(C1C=CC=CC=1)C1C=CC=CC=1. The product is [S:1](=[O:26])(=[O:25])([O:3][CH2:4][C@@H:5]1[C@@H:12]2[C@@H:8]([O:9][C:10]([CH3:14])([CH3:13])[O:11]2)[C@H:7]([N:15]2[CH:23]=[N:22][C:21]3[C:16]2=[N:17][CH:18]=[N:19][C:20]=3[C:37]#[C:36][C:38]2[CH:43]=[CH:42][CH:41]=[CH:40][C:39]=2[C:44]([F:45])([F:46])[F:47])[O:6]1)[NH2:2]. The yield is 0.850.